From a dataset of Reaction yield outcomes from USPTO patents with 853,638 reactions. Predict the reaction yield, written as a fraction of the theoretical maximum amount of product (1.0 means a 100% yield; for example, 0.34 means a 34% yield). The reactants are [NH2:1][CH2:2][C:3]1[CH:4]=[C:5]2[C:11]([C:12]3[CH:13]=[C:14]([NH:18][CH:19]([CH:28]([CH3:30])[CH3:29])[C:20]([NH:22][CH2:23][C:24]([F:27])([F:26])[F:25])=[O:21])[CH:15]=[N:16][CH:17]=3)=[CH:10][N:9](COCC[Si](C)(C)C)[C:6]2=[N:7][CH:8]=1.C(O)(C(F)(F)F)=O.[OH-].[Na+].C(N)CN. The yield is 0.890. The catalyst is ClCCl. The product is [NH2:1][CH2:2][C:3]1[CH:4]=[C:5]2[C:11]([C:12]3[CH:13]=[C:14]([NH:18][CH:19]([CH:28]([CH3:30])[CH3:29])[C:20]([NH:22][CH2:23][C:24]([F:25])([F:26])[F:27])=[O:21])[CH:15]=[N:16][CH:17]=3)=[CH:10][NH:9][C:6]2=[N:7][CH:8]=1.